Dataset: Reaction yield outcomes from USPTO patents with 853,638 reactions. Task: Predict the reaction yield, written as a fraction of the theoretical maximum amount of product (1.0 means a 100% yield; for example, 0.34 means a 34% yield). (1) The reactants are [H-].[Na+].[F:3][C:4]([F:28])([F:27])[O:5][C:6]1[CH:11]=[CH:10][C:9]([N:12]2[CH:16]=[N:15][C:14]([C:17]3[CH:22]=[CH:21][C:20]([C:23](=O)[CH2:24][CH3:25])=[CH:19][CH:18]=3)=[N:13]2)=[CH:8][CH:7]=1.[C:29]([O:32][CH2:33][CH3:34])(=[O:31])[CH3:30]. The catalyst is O.[Pd]. The product is [F:28][C:4]([F:3])([F:27])[O:5][C:6]1[CH:11]=[CH:10][C:9]([N:12]2[CH:16]=[N:15][C:14]([C:17]3[CH:22]=[CH:21][C:20]([CH:23]([CH2:24][CH3:25])[CH2:30][C:29]([O:32][CH2:33][CH3:34])=[O:31])=[CH:19][CH:18]=3)=[N:13]2)=[CH:8][CH:7]=1. The yield is 0.900. (2) The reactants are Br[C:2]1[CH:7]=[CH:6][C:5]([CH3:8])=[CH:4][C:3]=1[F:9].[C:10]([Cu])#[N:11].N.C(OCC)C. The catalyst is CN(C=O)C. The product is [F:9][C:3]1[CH:4]=[C:5]([CH3:8])[CH:6]=[CH:7][C:2]=1[C:10]#[N:11]. The yield is 0.880. (3) The reactants are [C:1]1([N:7]2[C:12](=O)C3SC=C(C4C=CC=CC=4)C=3N=C2)[CH:6]=[CH:5][CH:4]=[CH:3][CH:2]=1.[NH2:23][C:24]1[C:28]([C:29]2[CH:34]=[CH:33][CH:32]=[CH:31][C:30]=2[F:35])=[CH:27][S:26][C:25]=1[C:36]([O:38]C)=O.C(OCC)(OCC)[O:41]CC.NC1C=C(O)C=CC=1. The catalyst is C(O)(=O)C. The product is [F:35][C:30]1[CH:31]=[CH:32][CH:33]=[CH:34][C:29]=1[C:28]1[C:24]2[N:23]=[CH:12][N:7]([C:1]3[CH:6]=[CH:5][CH:4]=[C:3]([OH:41])[CH:2]=3)[C:36](=[O:38])[C:25]=2[S:26][CH:27]=1. The yield is 0.383. (4) The reactants are [CH2:1]([O:8][C:9]1[CH:10]=[C:11]([CH:14]=[C:15]([O:25][CH2:26][C:27]2[CH:32]=[CH:31][CH:30]=[CH:29][CH:28]=2)[C:16]=1[O:17][CH2:18][C:19]1[CH:24]=[CH:23][CH:22]=[CH:21][CH:20]=1)[CH2:12][OH:13])[C:2]1[CH:7]=[CH:6][CH:5]=[CH:4][CH:3]=1.[Cr](Cl)([O-])(=O)=O.[NH+]1C=CC=CC=1. The catalyst is C(Cl)Cl. The product is [CH2:1]([O:8][C:9]1[CH:10]=[C:11]([CH:14]=[C:15]([O:25][CH2:26][C:27]2[CH:32]=[CH:31][CH:30]=[CH:29][CH:28]=2)[C:16]=1[O:17][CH2:18][C:19]1[CH:20]=[CH:21][CH:22]=[CH:23][CH:24]=1)[CH:12]=[O:13])[C:2]1[CH:3]=[CH:4][CH:5]=[CH:6][CH:7]=1. The yield is 0.915. (5) The reactants are [Cl:1][C:2]1[N:10]=[C:9]2[C:5]([N:6]=[CH:7][N:8]2[CH2:11][CH2:12][C:13]2([OH:16])[CH2:15][CH2:14]2)=[C:4]([N:17]2[CH2:22][CH2:21][O:20][CH2:19][CH2:18]2)[N:3]=1.CN(C)CCN(C)C.C([Li])CCC.CCCCCC.ClCC[I:45]. The catalyst is C1COCC1. The product is [Cl:1][C:2]1[N:10]=[C:9]2[C:5]([N:6]=[C:7]([I:45])[N:8]2[CH2:11][CH2:12][C:13]2([OH:16])[CH2:15][CH2:14]2)=[C:4]([N:17]2[CH2:22][CH2:21][O:20][CH2:19][CH2:18]2)[N:3]=1. The yield is 0.710.